The task is: Binary Classification. Given a drug SMILES string, predict its activity (active/inactive) in a high-throughput screening assay against a specified biological target.. This data is from HIV replication inhibition screening data with 41,000+ compounds from the AIDS Antiviral Screen. (1) The molecule is CC1Oc2c3c(c4ccc(=O)oc4c2C(=O)C1C)OC(C)(C)C=C3. The result is 0 (inactive). (2) The molecule is CCCc1c[nH]c(-c2ccc(-c3cc(CCC)c(C=O)[nH]3)s2)c1. The result is 0 (inactive). (3) The molecule is Cn1cnc2c1c(=O)n(CCNCCO)c(=O)n2C. The result is 0 (inactive). (4) The compound is CC(=O)Oc1c2c(cc3c1C(=O)NC1C3=CC(O)C(OC(C)=O)C1OC(C)=O)OCO2. The result is 0 (inactive). (5) The drug is COC(C)(C)C1CCCN1C1=C(C)C(=O)OC1. The result is 0 (inactive). (6) The drug is Cc1nc(-c2cc3cc([N+](=O)[O-])ccc3oc2=O)cs1. The result is 0 (inactive). (7) The result is 0 (inactive). The compound is CCOc1ccc(N=NC2C(=O)N(C(=O)CC(=O)Nc3ccccc3OC)N=C2C)cc1. (8) The molecule is Cc1ccc(S(=O)(=O)C(C#N)=CNC(=S)Nc2ccccc2)cc1. The result is 0 (inactive). (9) The compound is CCC1(Cc2ccc(OC)c(OC)c2)[CH-][N+](=O)OC(OC2CCCCC2c2ccccc2)C1OC(C)=O. The result is 0 (inactive). (10) The compound is CSc1cc2[n+]3c(c1)-c1cccc[n+]1[Zn-4]314([n+]3ccccc3-2)[n+]2ccccc2-c2cc(SC)cc([n+]21)-c1cccc[n+]14.[O-][Cl+3]([O-])([O-])[O-]. The result is 0 (inactive).